The task is: Predict the reactants needed to synthesize the given product.. This data is from Full USPTO retrosynthesis dataset with 1.9M reactions from patents (1976-2016). (1) Given the product [OH:41][C@:27]1([C:25]2[S:26][C:22]([C:20]3[CH:19]=[C:18]([CH3:42])[CH:17]=[C:16]([NH:15][C:2]4[CH:7]=[C:6]([C:8]5[CH2:13][CH2:12][CH2:11][CH:10]([CH3:14])[CH:9]=5)[CH:5]=[CH:4][N:3]=4)[N:21]=3)=[CH:23][N:24]=2)[CH2:36][CH2:35][CH2:34][C:33]2[CH:32]=[C:31]([C:37]([O:39][CH3:40])=[O:38])[CH:30]=[CH:29][C:28]1=2, predict the reactants needed to synthesize it. The reactants are: Cl[C:2]1[CH:7]=[C:6]([C:8]2[CH2:13][CH2:12][CH2:11][CH:10]([CH3:14])[CH:9]=2)[CH:5]=[CH:4][N:3]=1.[NH2:15][C:16]1[N:21]=[C:20]([C:22]2[S:26][C:25]([C:27]3([OH:41])[CH2:36][CH2:35][CH2:34][C:33]4[CH:32]=[C:31]([C:37]([O:39][CH3:40])=[O:38])[CH:30]=[CH:29][C:28]3=4)=[N:24][CH:23]=2)[CH:19]=[C:18]([CH3:42])[CH:17]=1.CC1(C)C2C(=C(P(C3C=CC=CC=3)C3C=CC=CC=3)C=CC=2)OC2C(P(C3C=CC=CC=3)C3C=CC=CC=3)=CC=CC1=2.C(=O)([O-])[O-].[Cs+].[Cs+]. (2) Given the product [CH3:9][O:8][C:5]1[N:6]=[CH:7][C:2]([B:14]([OH:15])[OH:13])=[CH:3][CH:4]=1, predict the reactants needed to synthesize it. The reactants are: Br[C:2]1[CH:3]=[CH:4][C:5]([O:8][CH3:9])=[N:6][CH:7]=1.C([O:13][B:14](OC(C)C)[O:15]C(C)C)(C)C.[Li]CCCC. (3) Given the product [Cl:48][C:49]1[CH:57]=[CH:56][C:52]([C:53]([N:2]([CH3:1])[CH2:3][CH2:4][CH2:5][CH2:6][CH2:7][CH2:8][CH2:9][CH2:10][CH2:11][N:12]2[CH2:13][CH2:14][CH:15]([O:18][C:19](=[O:33])[NH:20][C:21]3[CH:26]=[CH:25][CH:24]=[CH:23][C:22]=3[C:27]3[CH:28]=[CH:29][CH:30]=[CH:31][CH:32]=3)[CH2:16][CH2:17]2)=[O:55])=[CH:51][C:50]=1[OH:58], predict the reactants needed to synthesize it. The reactants are: [CH3:1][NH:2][CH2:3][CH2:4][CH2:5][CH2:6][CH2:7][CH2:8][CH2:9][CH2:10][CH2:11][N:12]1[CH2:17][CH2:16][CH:15]([O:18][C:19](=[O:33])[NH:20][C:21]2[CH:26]=[CH:25][CH:24]=[CH:23][C:22]=2[C:27]2[CH:32]=[CH:31][CH:30]=[CH:29][CH:28]=2)[CH2:14][CH2:13]1.C1(N)C(F)=C(F)C(F)=C(N)C=1F.Cl.Cl.[Cl:48][C:49]1[CH:57]=[CH:56][C:52]([C:53]([OH:55])=O)=[CH:51][C:50]=1[OH:58]. (4) Given the product [C:33]([NH:36][CH2:37][CH2:38][NH:39][C:24]([C:19]1[NH:20][C:21]2[C:17]([C:18]=1[C:27]1[CH:28]=[N:29][CH:30]=[CH:31][CH:32]=1)=[CH:16][C:15]([NH:14][S:11]([C:8]1[CH:9]=[CH:10][C:5]([C:1]([CH3:4])([CH3:3])[CH3:2])=[CH:6][CH:7]=1)(=[O:12])=[O:13])=[CH:23][CH:22]=2)=[O:25])(=[O:35])[CH3:34], predict the reactants needed to synthesize it. The reactants are: [C:1]([C:5]1[CH:10]=[CH:9][C:8]([S:11]([NH:14][C:15]2[CH:16]=[C:17]3[C:21](=[CH:22][CH:23]=2)[NH:20][C:19]([C:24](O)=[O:25])=[C:18]3[C:27]2[CH:28]=[N:29][CH:30]=[CH:31][CH:32]=2)(=[O:13])=[O:12])=[CH:7][CH:6]=1)([CH3:4])([CH3:3])[CH3:2].[C:33]([NH:36][CH2:37][CH2:38][NH2:39])(=[O:35])[CH3:34]. (5) Given the product [Cl:1][C:2]1[CH:3]=[C:4]([CH:8]=[CH:9][CH:10]=1)[C:5]([NH:11][C@H:12]1[CH2:13][O:14][C@@H:15]2[C@@H:19]([NH:20][C:21]([CH:23]3[CH2:24][CH2:25]3)=[O:22])[CH2:18][O:17][C@H:16]12)=[O:7], predict the reactants needed to synthesize it. The reactants are: [Cl:1][C:2]1[CH:3]=[C:4]([CH:8]=[CH:9][CH:10]=1)[C:5]([OH:7])=O.[NH2:11][C@@H:12]1[C@H:16]2[O:17][CH2:18][C@H:19]([NH:20][C:21]([CH:23]3[CH2:25][CH2:24]3)=[O:22])[C@H:15]2[O:14][CH2:13]1. (6) Given the product [CH3:29][C:25]1[CH:24]=[C:23]([C:20]2[CH:19]=[CH:18][C:17]([NH:16][C:14]([NH:13][C:8]3([C:6]4[CH:5]=[CH:4][CH:3]=[CH:2][N:7]=4)[CH2:9][CH2:10][CH2:11][CH2:12]3)=[O:15])=[CH:22][CH:21]=2)[CH:28]=[CH:27][N:26]=1, predict the reactants needed to synthesize it. The reactants are: Cl[C:2]1[N:7]=[C:6]([C:8]2([NH:13][C:14]([NH:16][C:17]3[CH:22]=[CH:21][C:20]([C:23]4[CH:28]=[CH:27][N:26]=[C:25]([CH3:29])[CH:24]=4)=[CH:19][CH:18]=3)=[O:15])[CH2:12][CH2:11][CH2:10][CH2:9]2)[CH:5]=[CH:4][CH:3]=1. (7) Given the product [NH:20]1[CH:21]=[CH:22][N:23]=[C:19]1[CH2:2][C:3]1[C-:4]([N:8]([CH3:10])[CH3:9])[CH:5]=[CH:6][CH:7]=1.[CH-:11]1[CH:15]=[CH:14][CH:13]=[CH:12]1.[Fe+2:16], predict the reactants needed to synthesize it. The reactants are: O[CH2:2][C:3]1[C-:4]([N:8]([CH3:10])[CH3:9])[CH:5]=[CH:6][CH:7]=1.[CH-:11]1[CH:15]=[CH:14][CH:13]=[CH:12]1.[Fe+2:16].C([C:19]1[NH:20][CH:21]=[CH:22][N:23]=1)([C:19]1[NH:20][CH:21]=[CH:22][N:23]=1)=O.C(Cl)Cl.